Predict the product of the given reaction. From a dataset of Forward reaction prediction with 1.9M reactions from USPTO patents (1976-2016). The product is: [Br:2][C:3]1[CH:8]=[C:7]2[C:6](=[CH:5][CH:4]=1)[O:9][C:11]1[N:19]=[CH:18][CH:17]=[CH:16][C:12]=1[C:13]2=[O:14]. Given the reactants [Na].[Br:2][C:3]1[CH:8]=[CH:7][C:6]([OH:9])=[CH:5][CH:4]=1.Cl[C:11]1[N:19]=[CH:18][CH:17]=[CH:16][C:12]=1[C:13](O)=[O:14], predict the reaction product.